Task: Predict the product of the given reaction.. Dataset: Forward reaction prediction with 1.9M reactions from USPTO patents (1976-2016) (1) Given the reactants Br[C:2]1[CH:3]=[C:4](C(OC)=O)[CH:5]=[N:6][C:7]=1Cl.[C:13]([O-:16])([O-])=[O:14].[K+].[K+].[CH3:19]B1OB(C)OB(C)O1.O1[CH2:33][CH2:32]OCC1, predict the reaction product. The product is: [CH3:7][C:2]1[CH:3]=[C:4]([C:13]([O:16][CH3:19])=[O:14])[CH:5]=[N:6][C:32]=1[CH3:33]. (2) Given the reactants [CH3:1][N:2]([C@@H:9]([CH3:22])[CH2:10][O:11][C:12]1[CH:21]=[CH:20][C:15]([C:16]([O:18][CH3:19])=[O:17])=[CH:14][CH:13]=1)C(=O)C(F)(F)F.C([O-])([O-])=O.[K+].[K+], predict the reaction product. The product is: [CH3:1][NH:2][C@@H:9]([CH3:22])[CH2:10][O:11][C:12]1[CH:21]=[CH:20][C:15]([C:16]([O:18][CH3:19])=[O:17])=[CH:14][CH:13]=1. (3) Given the reactants [CH3:1][C:2]1[C:10]2[NH:9][C:8](=[O:11])[N:7]([CH2:12][C:13]([O:15][C:16]([CH3:19])([CH3:18])[CH3:17])=[O:14])[C:6]=2[CH:5]=[C:4]([CH3:20])[CH:3]=1.[H-].[Na+].Br[CH2:24][C:25]([O:27][CH3:28])=[O:26], predict the reaction product. The product is: [C:16]([O:15][C:13](=[O:14])[CH2:12][N:7]1[C:6]2[CH:5]=[C:4]([CH3:20])[CH:3]=[C:2]([CH3:1])[C:10]=2[N:9]([CH2:24][C:25]([O:27][CH3:28])=[O:26])[C:8]1=[O:11])([CH3:17])([CH3:19])[CH3:18]. (4) Given the reactants [CH3:1][C:2]1([C:15]2[CH:24]=[CH:23][C:22]3[C:21]([CH3:26])([CH3:25])[CH2:20][CH2:19][C:18]([CH3:28])([CH3:27])[C:17]=3[CH:16]=2)[C:6]2[CH:7]=[CH:8][C:9]([C:11]([O:13]C)=[O:12])=[CH:10][C:5]=2[O:4][CH2:3]1.[OH-].[Na+].[OH-].[Li+], predict the reaction product. The product is: [CH3:1][C:2]1([C:15]2[CH:24]=[CH:23][C:22]3[C:21]([CH3:26])([CH3:25])[CH2:20][CH2:19][C:18]([CH3:28])([CH3:27])[C:17]=3[CH:16]=2)[C:6]2[CH:7]=[CH:8][C:9]([C:11]([OH:13])=[O:12])=[CH:10][C:5]=2[O:4][CH2:3]1. (5) Given the reactants BrC(Br)C.[Mg].Br[C:7]1[CH:12]=[CH:11][C:10]([Br:13])=[CH:9][CH:8]=1.C[O:15][C:16]1[CH2:21][CH2:20][CH2:19][C:18](=O)[CH:17]=1.S(=O)(=O)(O)O, predict the reaction product. The product is: [Br:13][C:10]1[CH:11]=[CH:12][C:7]([C:18]2[CH2:19][CH2:20][CH2:21][C:16](=[O:15])[CH:17]=2)=[CH:8][CH:9]=1. (6) Given the reactants [NH2:1][CH:2]([CH:6]([CH3:11])[C:7]([F:10])([F:9])[F:8])[C:3](O)=[O:4].[Al], predict the reaction product. The product is: [NH2:1][CH:2]([CH:6]([CH3:11])[C:7]([F:10])([F:9])[F:8])[CH2:3][OH:4]. (7) The product is: [C:64]([C:66]([C:71]1[CH:72]=[CH:73][C:74]([C:24]([NH:23][C:20]2[CH:21]=[CH:22][C:17]([C:12]3[CH:11]=[C:10]4[C:15]([CH2:16][N:8]([C@@H:3]([CH:2]([CH3:38])[CH3:1])[C:4]([O:6][CH3:7])=[O:5])[C:9]4=[O:37])=[CH:14][CH:13]=3)=[CH:18][CH:19]=2)=[O:25])=[CH:78][CH:79]=1)([CH2:67][CH3:68])[CH2:69][CH3:70])#[N:65]. Given the reactants [CH3:1][CH:2]([CH3:38])[C@H:3]([N:8]1[CH2:16][C:15]2[C:10](=[CH:11][C:12]([C:17]3[CH:22]=[CH:21][C:20]([NH:23][C:24](C4SC(C5C=CC=CC=5)=CN=4)=[O:25])=[CH:19][CH:18]=3)=[CH:13][CH:14]=2)[C:9]1=[O:37])[C:4]([O:6][CH3:7])=[O:5].NC1C=CC(C2C=C3C(CN([C@@H](C(C)C)C(OC)=O)C3=O)=CC=2)=CC=1.[C:64]([C:66]([C:71]1[CH:79]=[CH:78][C:74](C(Cl)=O)=[CH:73][CH:72]=1)([CH2:69][CH3:70])[CH2:67][CH3:68])#[N:65], predict the reaction product.